This data is from Forward reaction prediction with 1.9M reactions from USPTO patents (1976-2016). The task is: Predict the product of the given reaction. (1) Given the reactants [Br:1][C:2]1[CH:3]=[CH:4][C:5]([F:18])=[C:6]([C:8]2([CH:15]([F:17])[F:16])[CH2:13][O:12][CH2:11][C:10]([NH2:14])=[N:9]2)[CH:7]=1.[CH3:19][C:20]([O:23][C:24](O[C:24]([O:23][C:20]([CH3:22])([CH3:21])[CH3:19])=[O:25])=[O:25])([CH3:22])[CH3:21].CCN(C(C)C)C(C)C, predict the reaction product. The product is: [C:20]([O:23][C:24](=[O:25])[NH:14][C:10]1[CH2:11][O:12][CH2:13][C:8]([C:6]2[CH:7]=[C:2]([Br:1])[CH:3]=[CH:4][C:5]=2[F:18])([CH:15]([F:17])[F:16])[N:9]=1)([CH3:22])([CH3:21])[CH3:19]. (2) Given the reactants Br[C:2]1[CH:3]=[C:4]([CH:17]=[C:18]([Cl:20])[CH:19]=1)[O:5][C:6]1[C:7](=[O:16])[NH:8][CH:9]=[CH:10][C:11]=1[C:12]([F:15])([F:14])[F:13].[Cu][C:22]#[N:23].CN1CCCC1=O.C(O)(=O)C, predict the reaction product. The product is: [Cl:20][C:18]1[CH:19]=[C:2]([CH:3]=[C:4]([O:5][C:6]2[C:7](=[O:16])[NH:8][CH:9]=[CH:10][C:11]=2[C:12]([F:15])([F:14])[F:13])[CH:17]=1)[C:22]#[N:23]. (3) Given the reactants [Cl:1][C:2]1[CH:9]=[CH:8][C:5]([C:6]#[N:7])=[C:4]([O:10][C:11]2[CH:16]=[CH:15][C:14](OC)=[C:13]([CH:19]=O)[CH:12]=2)[CH:3]=1.CN.[C:23]([BH3-])#[N:24].[Na+].[C:27]([OH:34])(=[O:33])/[CH:28]=[CH:29]/[C:30]([OH:32])=[O:31], predict the reaction product. The product is: [C:27]([OH:34])(=[O:33])/[CH:28]=[CH:29]/[C:30]([OH:32])=[O:31].[Cl:1][C:2]1[CH:9]=[CH:8][C:5]([C:6]#[N:7])=[C:4]([O:10][C:11]2[CH:16]=[CH:15][CH:14]=[C:13]([CH2:19][NH:24][CH3:23])[CH:12]=2)[CH:3]=1. (4) The product is: [C:19]([C:21]1[C:22]([F:30])=[C:23]([CH2:2][C:3]2[N:4]=[C:5]3[S:12][C:11]([CH3:13])=[C:10]([C:14]([O:16][CH2:17][CH3:18])=[O:15])[N:6]3[C:7](=[O:9])[CH:8]=2)[CH:24]=[CH:25][CH:26]=1)#[N:20]. Given the reactants Cl[CH2:2][C:3]1[N:4]=[C:5]2[S:12][C:11]([CH3:13])=[C:10]([C:14]([O:16][CH2:17][CH3:18])=[O:15])[N:6]2[C:7](=[O:9])[CH:8]=1.[C:19]([C:21]1[C:22]([F:30])=[C:23](B(O)O)[CH:24]=[CH:25][CH:26]=1)#[N:20].C(=O)([O-])[O-].[Na+].[Na+], predict the reaction product. (5) Given the reactants C([N:3]1[C:7]([C:8]([F:11])([F:10])[F:9])=[C:6]([C:12]([OH:14])=[O:13])[S:5][C:4]1=[O:15])C.[OH-].[Li+], predict the reaction product. The product is: [O:15]=[C:4]1[NH:3][C:7]([C:8]([F:11])([F:9])[F:10])=[C:6]([C:12]([OH:14])=[O:13])[S:5]1. (6) Given the reactants [CH3:1][O:2][CH2:3][O:4][C@H:5]1[CH2:22][CH2:21][C@:20]2([CH3:23])[C@H:7]([C:8](=[O:25])[CH2:9][C@H:10]3[C@H:19]2[CH2:18][CH2:17][C@:15]2([CH3:16])[C@@H:11]3[CH2:12][C:13](=[O:24])[CH2:14]2)[CH2:6]1.[BH4-].[Na+].O.CC(O)=O, predict the reaction product. The product is: [CH3:1][O:2][CH2:3][O:4][C@H:5]1[CH2:22][CH2:21][C@:20]2([CH3:23])[C@H:7]([C@@H:8]([OH:25])[CH2:9][C@H:10]3[C@H:19]2[CH2:18][CH2:17][C@:15]2([CH3:16])[C@@H:11]3[CH2:12][C@@H:13]([OH:24])[CH2:14]2)[CH2:6]1. (7) Given the reactants [CH3:1][CH:2]1[CH2:11][CH:10]=[CH:9][C:4]2([CH2:8][CH2:7][CH2:6][CH2:5]2)[CH:3]1[C:12]([OH:14])=[O:13].[C:15]([O-])([O-])=O.[K+].[K+].CI.Cl, predict the reaction product. The product is: [CH3:1][C@H:2]1[CH2:11][CH:10]=[CH:9][C:4]2([CH2:5][CH2:6][CH2:7][CH2:8]2)[C@@H:3]1[C:12]([O:14][CH3:15])=[O:13].[CH3:1][C@H:2]1[CH2:11][CH:10]=[CH:9][C:4]2([CH2:5][CH2:6][CH2:7][CH2:8]2)[C@H:3]1[C:12]([O:14][CH3:15])=[O:13]. (8) Given the reactants [CH2:1]([O:8][C:9]([NH:11][C@@H:12]([CH3:25])[C:13]([C:15]1([C:18]([O:20][C:21]([CH3:24])([CH3:23])[CH3:22])=[O:19])[CH2:17][CH2:16]1)=[O:14])=[O:10])[C:2]1[CH:7]=[CH:6][CH:5]=[CH:4][CH:3]=1.[BH4-].[Na+].O, predict the reaction product. The product is: [CH2:1]([O:8][C:9]([NH:11][C@@H:12]([CH3:25])[CH:13]([C:15]1([C:18]([O:20][C:21]([CH3:24])([CH3:23])[CH3:22])=[O:19])[CH2:17][CH2:16]1)[OH:14])=[O:10])[C:2]1[CH:3]=[CH:4][CH:5]=[CH:6][CH:7]=1. (9) Given the reactants [CH3:1][O:2][C:3]1[CH:8]=[CH:7][C:6]([NH:9][C:10](=[O:12])[CH3:11])=[CH:5][C:4]=1[C:13]1[N:14]([CH3:18])[N:15]=[CH:16][CH:17]=1.[Br:19]N1C(=O)CCC1=O.O, predict the reaction product. The product is: [Br:19][C:17]1[CH:16]=[N:15][N:14]([CH3:18])[C:13]=1[C:4]1[CH:5]=[C:6]([NH:9][C:10](=[O:12])[CH3:11])[CH:7]=[CH:8][C:3]=1[O:2][CH3:1].